This data is from Full USPTO retrosynthesis dataset with 1.9M reactions from patents (1976-2016). The task is: Predict the reactants needed to synthesize the given product. (1) Given the product [C:46]([O:50][C:51](=[O:61])[NH:52][C@H:53]1[CH2:54][CH2:55][C@H:56]([CH:59]=[CH:24][CH2:23][C:22]2[C:21]3[C:16](=[CH:17][CH:18]=[C:19]([O:44][CH3:45])[CH:20]=3)[N:15]=[CH:14][C:13]=2[Cl:12])[CH2:57][CH2:58]1)([CH3:49])([CH3:47])[CH3:48], predict the reactants needed to synthesize it. The reactants are: C[Si](C)(C)[N-][Si](C)(C)C.[Na+].[Br-].[Cl:12][C:13]1[CH:14]=[N:15][C:16]2[C:21]([C:22]=1[CH2:23][CH2:24][P+](C1C=CC=CC=1)(C1C=CC=CC=1)C1C=CC=CC=1)=[CH:20][C:19]([O:44][CH3:45])=[CH:18][CH:17]=2.[C:46]([O:50][C:51](=[O:61])[NH:52][C@H:53]1[CH2:58][CH2:57][C@H:56]([CH:59]=O)[CH2:55][CH2:54]1)([CH3:49])([CH3:48])[CH3:47].C(OCC)(=O)C. (2) Given the product [O:3]1[CH2:4][CH2:5][O:1][CH:2]1[C:6]1[N:7]([CH2:11][C:12]2[CH:17]=[CH:16][C:15]([F:18])=[CH:14][CH:13]=2)[C:8]([I:19])=[CH:9][N:10]=1, predict the reactants needed to synthesize it. The reactants are: [O:1]1[CH2:5][CH2:4][O:3][CH:2]1[C:6]1[N:7]([CH2:11][C:12]2[CH:17]=[CH:16][C:15]([F:18])=[CH:14][CH:13]=2)[CH:8]=[CH:9][N:10]=1.[I:19]I. (3) Given the product [CH2:2]([N:9]1[CH2:15][CH:14]2[NH:17][CH:11]([CH2:12][CH2:13]2)[CH2:10]1)[C:3]1[CH:4]=[CH:5][CH:6]=[CH:7][CH:8]=1, predict the reactants needed to synthesize it. The reactants are: Cl.[CH2:2]([N:9]1[C:15](=O)[CH:14]2[NH:17][CH:11]([CH2:12][CH2:13]2)[C:10]1=O)[C:3]1[CH:8]=[CH:7][CH:6]=[CH:5][CH:4]=1.[H-].[H-].[H-].[H-].[Li+].[Al+3].O.[OH-].[Na+]. (4) Given the product [Cl:20][C:15]1[CH:14]=[C:13](/[CH:12]=[CH:11]/[C:10]([N:7]2[CH2:6][CH2:5][CH:4]([CH2:3][CH2:2][NH:1][C:39]([C:36]3[O:35][C:34](=[O:33])[NH:38][CH:37]=3)=[O:40])[CH2:9][CH2:8]2)=[O:21])[CH:18]=[C:17]([Cl:19])[CH:16]=1, predict the reactants needed to synthesize it. The reactants are: [NH2:1][CH2:2][CH2:3][CH:4]1[CH2:9][CH2:8][N:7]([C:10](=[O:21])/[CH:11]=[CH:12]/[C:13]2[CH:18]=[C:17]([Cl:19])[CH:16]=[C:15]([Cl:20])[CH:14]=2)[CH2:6][CH2:5]1.C(OC(C1OC(Cl)=NC=1)=O)C.[O:33]=[C:34]1[NH:38][CH:37]=[C:36]([C:39](O)=[O:40])[O:35]1.CCN(C(C)C)C(C)C.C(P1(=O)OP(CCC)(=O)OP(CCC)(=O)O1)CC. (5) The reactants are: [C:1]([C:5]1[N:10]=[C:9](Cl)[C:8]([C:12]([O:14][CH3:15])=[O:13])=[CH:7][N:6]=1)([CH3:4])([CH3:3])[CH3:2].[C:16]1(B(O)O)[CH:21]=[CH:20][CH:19]=[CH:18][CH:17]=1. Given the product [C:1]([C:5]1[N:10]=[C:9]([C:16]2[CH:21]=[CH:20][CH:19]=[CH:18][CH:17]=2)[C:8]([C:12]([O:14][CH3:15])=[O:13])=[CH:7][N:6]=1)([CH3:4])([CH3:3])[CH3:2], predict the reactants needed to synthesize it. (6) Given the product [CH3:12][C:13]1([CH3:29])[C:17]([CH3:19])([CH3:18])[O:16][B:15]([C:2]2[CH:3]=[CH:4][C:5]([CH2:8][C:9]([NH2:11])=[O:10])=[N:6][CH:7]=2)[O:14]1, predict the reactants needed to synthesize it. The reactants are: Br[C:2]1[CH:3]=[CH:4][C:5]([CH2:8][C:9]([NH2:11])=[O:10])=[N:6][CH:7]=1.[CH3:12][C:13]1([CH3:29])[C:17]([CH3:19])([CH3:18])[O:16][B:15]([B:15]2[O:16][C:17]([CH3:19])([CH3:18])[C:13]([CH3:29])([CH3:12])[O:14]2)[O:14]1.CC([O-])=O.[K+]. (7) Given the product [S:1]1[CH:5]=[CH:4][CH:3]=[C:2]1[CH2:6][CH2:7][NH:8][S:9]([NH2:12])(=[O:11])=[O:10], predict the reactants needed to synthesize it. The reactants are: [S:1]1[CH:5]=[CH:4][CH:3]=[C:2]1[CH2:6][CH2:7][NH:8][S:9]([NH:12]C(=O)OCC1C=CC=CC=1)(=[O:11])=[O:10].Br.C(O)(=O)C.C(O)(=O)C.C(=O)([O-])O.[Na+]. (8) Given the product [C:13]1([C:17]2[CH:18]=[CH:19][CH:20]=[CH:21][CH:22]=2)[CH:14]=[CH:15][CH:16]=[C:11]([N:9]2[CH:10]=[C:6]([C:4]([C:25]3[O:24][CH:28]=[CH:27][CH:26]=3)=[O:5])[N:7]=[CH:8]2)[CH:12]=1, predict the reactants needed to synthesize it. The reactants are: CON(C)[C:4]([C:6]1[N:7]=[CH:8][N:9]([C:11]2[CH:12]=[C:13]([C:17]3[CH:22]=[CH:21][CH:20]=[CH:19][CH:18]=3)[CH:14]=[CH:15][CH:16]=2)[CH:10]=1)=[O:5].[O:24]1[CH:28]=[CH:27][CH:26]=[CH:25]1. (9) The reactants are: [O:1]=[C:2]1[CH2:10][C:9]2[C:4](=[CH:5][C:6]([C:11]([C:13]3[CH:14]=[C:15]([NH:19][C:20]([C:22]4[C:23]([CH3:27])=[N:24][O:25][CH:26]=4)=[O:21])[CH:16]=[CH:17][CH:18]=3)=[O:12])=[CH:7][CH:8]=2)[NH:3]1.[CH:28](OCC)=[O:29].[O-]CC.[Na+].Cl. Given the product [OH:29][CH:28]=[C:10]1[C:9]2[C:4](=[CH:5][C:6]([C:11]([C:13]3[CH:14]=[C:15]([NH:19][C:20]([C:22]4[C:23]([CH3:27])=[N:24][O:25][CH:26]=4)=[O:21])[CH:16]=[CH:17][CH:18]=3)=[O:12])=[CH:7][CH:8]=2)[NH:3][C:2]1=[O:1], predict the reactants needed to synthesize it. (10) Given the product [Cl:3][C:4]1[CH:9]=[CH:8][C:7]2[O:10][CH2:12][C:11]([CH3:15])([CH3:14])[C:6]=2[CH:5]=1, predict the reactants needed to synthesize it. The reactants are: [H-].[Na+].[Cl:3][C:4]1[CH:9]=[CH:8][C:7]([OH:10])=[C:6]([C:11]([CH3:15])([CH3:14])[CH2:12]Cl)[CH:5]=1.